Dataset: Reaction yield outcomes from USPTO patents with 853,638 reactions. Task: Predict the reaction yield, written as a fraction of the theoretical maximum amount of product (1.0 means a 100% yield; for example, 0.34 means a 34% yield). The reactants are [NH2:1][C:2]1[C:3]([C:12](=O)[CH3:13])=[CH:4][CH:5]=[C:6]2[C:11]=1[N:10]=[CH:9][CH:8]=[CH:7]2.[CH3:15][NH:16][S:17](Cl)(=[O:19])=[O:18].[BH4-].[Na+]. The catalyst is N1C=CC=CC=1. The product is [CH3:13][CH:12]1[C:3]2[CH:4]=[CH:5][C:6]3[C:11](=[N:10][CH:9]=[CH:8][CH:7]=3)[C:2]=2[NH:1][S:17](=[O:19])(=[O:18])[N:16]1[CH3:15]. The yield is 0.130.